This data is from Full USPTO retrosynthesis dataset with 1.9M reactions from patents (1976-2016). The task is: Predict the reactants needed to synthesize the given product. (1) Given the product [CH3:23][C:24]1[CH:29]=[C:28]([C:2]2[CH:3]=[CH:4][C:5]3[N:11]4[CH2:12][C@H:8]([CH2:9][CH2:10]4)[N:7]([C:13]([NH:15][C:16]4[CH:21]=[CH:20][N:19]=[N:18][CH:17]=4)=[O:14])[C:6]=3[N:22]=2)[CH:27]=[CH:26][N:25]=1, predict the reactants needed to synthesize it. The reactants are: Cl[C:2]1[CH:3]=[CH:4][C:5]2[N:11]3[CH2:12][C@H:8]([CH2:9][CH2:10]3)[N:7]([C:13]([NH:15][C:16]3[CH:21]=[CH:20][N:19]=[N:18][CH:17]=3)=[O:14])[C:6]=2[N:22]=1.[CH3:23][C:24]1[CH:29]=[C:28](B(O)O)[CH:27]=[CH:26][N:25]=1.[O-]P([O-])([O-])=O.[K+].[K+].[K+].CC(C1C=C(C(C)C)C(C2C=CC=CC=2P(C2CCCCC2)C2CCCCC2)=C(C(C)C)C=1)C. (2) Given the product [Br:1][C:2]1[CH:3]=[N:4][C:5]2[N:6]([N:8]=[C:9]([C:11]([N:24]3[CH2:25][CH:26]=[C:21]([C:17]4[CH:18]=[CH:19][CH:20]=[C:15]([Cl:14])[CH:16]=4)[CH2:22][CH:23]3[CH3:27])=[O:13])[CH:10]=2)[CH:7]=1, predict the reactants needed to synthesize it. The reactants are: [Br:1][C:2]1[CH:3]=[N:4][C:5]2[N:6]([N:8]=[C:9]([C:11]([OH:13])=O)[CH:10]=2)[CH:7]=1.[Cl:14][C:15]1[CH:16]=[C:17]([C:21]2[CH2:22][CH:23]([CH3:27])[NH:24][CH2:25][CH:26]=2)[CH:18]=[CH:19][CH:20]=1. (3) Given the product [C:1]([C:3]1[CH:8]=[C:7]([NH:9][C:33](=[O:47])[CH:34]([CH2:41][CH3:42])[CH2:35][CH3:36])[CH:6]=[CH:5][C:4]=1[N:12]1[CH2:17][CH2:16][CH:15]([CH:18]([C:19](=[O:20])[NH:21][CH2:22][CH3:23])[C:24]2[CH:29]=[CH:28][CH:27]=[CH:26][CH:25]=2)[CH2:14][CH2:13]1)#[N:2], predict the reactants needed to synthesize it. The reactants are: [C:1]([C:3]1[CH:8]=[C:7]([N+:9]([O-])=O)[CH:6]=[CH:5][C:4]=1[N:12]1[CH2:17][CH2:16][CH:15]([CH:18]([C:24]2[CH:29]=[CH:28][CH:27]=[CH:26][CH:25]=2)[C:19]([NH:21][CH2:22][CH3:23])=[O:20])[CH2:14][CH2:13]1)#[N:2].C(N[C:33](=[O:47])[CH:34]([C:41]1C=CC=C[CH:42]=1)[CH:35]1CCNC[CH2:36]1)C.FC1C=CC([N+]([O-])=O)=CC=1C#N.C([O-])([O-])=O.[K+].[K+]. (4) Given the product [Br:1][C:2]1[CH:10]=[CH:6][C:5]([CH3:11])=[C:4]([CH:3]=1)[C:15]([NH:13][C:12]1[C:26]([CH3:25])=[C:27]([CH:33]=[CH:34][C:35]=1[CH3:17])[C:28]([O:30][CH3:31])=[O:29])=[O:16], predict the reactants needed to synthesize it. The reactants are: [Br:1][C:2]1[CH:3]=[CH:4][C:5]([CH3:11])=[C:6]([CH:10]=1)C(O)=O.[CH3:12][N:13]([CH:15]=[O:16])C.[C:17](Cl)(=O)C(Cl)=O.NC1[C:34]([CH3:35])=[CH:33][C:27]([C:28]([O:30][CH2:31]C)=[O:29])=[CH:26][C:25]=1C.N1C=CC=CC=1. (5) Given the product [CH3:1][CH:2]1[CH2:3][CH2:4][N:5]([C:8]2[C:13]([NH2:14])=[CH:12][CH:11]=[C:10]([N:17]3[CH2:22][CH2:21][N:20]([CH3:23])[CH2:19][CH2:18]3)[N:9]=2)[CH2:6][CH2:7]1, predict the reactants needed to synthesize it. The reactants are: [CH3:1][CH:2]1[CH2:7][CH2:6][N:5]([C:8]2[C:13]([N+:14]([O-])=O)=[CH:12][CH:11]=[C:10]([N:17]3[CH2:22][CH2:21][N:20]([CH3:23])[CH2:19][CH2:18]3)[N:9]=2)[CH2:4][CH2:3]1.[Cl-].[NH4+].C(=O)(O)[O-].[Na+]. (6) Given the product [CH3:54][O:55][C:56]([C:58]1[C:62]([NH:63][C:26]([C:24]2[CH:23]=[CH:22][CH:21]=[C:20]([C:18]3[CH:17]=[N:16][N:15]([CH2:14][CH2:13][CH2:12][CH2:11][CH2:10][CH2:9][NH:8][C:6]([O:5][C:1]([CH3:2])([CH3:3])[CH3:4])=[O:7])[CH:19]=3)[N:25]=2)=[O:28])=[CH:61][N:60]([CH:64]2[CH2:69][CH2:68][O:67][CH2:66][CH2:65]2)[N:59]=1)=[O:57], predict the reactants needed to synthesize it. The reactants are: [C:1]([O:5][C:6]([NH:8][CH2:9][CH2:10][CH2:11][CH2:12][CH2:13][CH2:14][N:15]1[CH:19]=[C:18]([C:20]2[N:25]=[C:24]([C:26]([O-:28])=O)[CH:23]=[CH:22][CH:21]=2)[CH:17]=[N:16]1)=[O:7])([CH3:4])([CH3:3])[CH3:2].[Li+].ClP(N1CCOC1=O)(N1CCOC1=O)=O.C(N(C(C)C)C(C)C)C.[CH3:54][O:55][C:56]([C:58]1[C:62]([NH2:63])=[CH:61][N:60]([CH:64]2[CH2:69][CH2:68][O:67][CH2:66][CH2:65]2)[N:59]=1)=[O:57].